Dataset: Catalyst prediction with 721,799 reactions and 888 catalyst types from USPTO. Task: Predict which catalyst facilitates the given reaction. (1) Reactant: [C:1]([C:5]1[CH:6]=[C:7]([N+:15]([O-:17])=[O:16])[C:8]([O:13][CH3:14])=[C:9]([CH:12]=1)[CH:10]=[O:11])([CH3:4])([CH3:3])[CH3:2].C[Si](C)(C)[C:20]([F:23])([F:22])[F:21].[F-].C([N+](CCCC)(CCCC)CCCC)CCC.Cl. Product: [C:1]([C:5]1[CH:6]=[C:7]([N+:15]([O-:17])=[O:16])[C:8]([O:13][CH3:14])=[C:9]([CH:10]([OH:11])[C:20]([F:23])([F:22])[F:21])[CH:12]=1)([CH3:4])([CH3:2])[CH3:3]. The catalyst class is: 1. (2) Reactant: [OH:1][CH2:2][C:3]1[CH:26]=[CH:25][C:6]([O:7][CH2:8][C:9]2[N:10]=[C:11]([C:15]3[CH:24]=[CH:23][CH:22]=[CH:21][C:16]=3[C:17]([O:19][CH3:20])=[O:18])[O:12][C:13]=2[CH3:14])=[C:5]([O:27][CH3:28])[CH:4]=1.O[C:30]1[C:34]([CH:35]=[O:36])=[CH:33][N:32]([C:37]2[CH:42]=[CH:41][CH:40]=[CH:39][CH:38]=2)[N:31]=1.C(P(CCCC)CCCC)CCC.N(C(N1CCCCC1)=O)=NC(N1CCCCC1)=O. Product: [CH:35]([C:34]1[C:30]([O:1][CH2:2][C:3]2[CH:26]=[CH:25][C:6]([O:7][CH2:8][C:9]3[N:10]=[C:11]([C:15]4[CH:24]=[CH:23][CH:22]=[CH:21][C:16]=4[C:17]([O:19][CH3:20])=[O:18])[O:12][C:13]=3[CH3:14])=[C:5]([O:27][CH3:28])[CH:4]=2)=[N:31][N:32]([C:37]2[CH:38]=[CH:39][CH:40]=[CH:41][CH:42]=2)[CH:33]=1)=[O:36]. The catalyst class is: 7.